From a dataset of Full USPTO retrosynthesis dataset with 1.9M reactions from patents (1976-2016). Predict the reactants needed to synthesize the given product. (1) Given the product [NH2:39][C:37](=[O:38])[C:36]([N:22]1[CH2:23][CH2:24][C@H:19]([C:17]([N:16]([C@@H:14]([C:6]2[CH:7]=[C:8]([C:10]([F:12])([F:13])[F:11])[CH:9]=[C:4]([C:3]([F:2])([F:34])[F:35])[CH:5]=2)[CH3:15])[CH3:33])=[O:18])[C@@H:20]([C:25]2[CH:30]=[CH:29][C:28]([F:31])=[CH:27][C:26]=2[CH3:32])[CH2:21]1)=[O:40], predict the reactants needed to synthesize it. The reactants are: Cl.[F:2][C:3]([F:35])([F:34])[C:4]1[CH:5]=[C:6]([C@H:14]([N:16]([CH3:33])[C:17]([C@H:19]2[CH2:24][CH2:23][NH:22][CH2:21][C@@H:20]2[C:25]2[CH:30]=[CH:29][C:28]([F:31])=[CH:27][C:26]=2[CH3:32])=[O:18])[CH3:15])[CH:7]=[C:8]([C:10]([F:13])([F:12])[F:11])[CH:9]=1.[C:36](O)(=[O:40])[C:37]([NH2:39])=[O:38].CCN=C=NCCCN(C)C.Cl.C1C=CC2N(O)N=NC=2C=1. (2) Given the product [CH3:18][N:2]([CH3:1])[C:3]1[C:8]([CH3:9])=[CH:7][N:6]=[C:5]([NH:10][C@@H:11]2[CH2:16][CH2:15][C@H:14]([NH:17][C:30](=[O:31])[CH2:29][S:27]([C:23]3[CH:24]=[CH:25][CH:26]=[C:21]([C:20]([F:33])([F:19])[F:34])[CH:22]=3)=[O:28])[CH2:13][CH2:12]2)[N:4]=1, predict the reactants needed to synthesize it. The reactants are: [CH3:1][N:2]([CH3:18])[C:3]1[C:8]([CH3:9])=[CH:7][N:6]=[C:5]([NH:10][C@@H:11]2[CH2:16][CH2:15][C@H:14]([NH2:17])[CH2:13][CH2:12]2)[N:4]=1.[F:19][C:20]([F:34])([F:33])[C:21]1[CH:22]=[C:23]([S:27]([CH2:29][C:30](O)=[O:31])=[O:28])[CH:24]=[CH:25][CH:26]=1.CN(C(ON1N=NC2C=CC=NC1=2)=[N+](C)C)C.F[P-](F)(F)(F)(F)F.CCN(CC)CC. (3) The reactants are: [CH2:1]([O:3][C:4](=[O:26])[CH:5]([C:20]1[CH:25]=[CH:24][CH:23]=[CH:22][N:21]=1)[CH2:6][C:7]([C:9]1[CH:14]=[CH:13][C:12]([O:15][CH2:16][CH2:17][CH2:18]Cl)=[CH:11][CH:10]=1)=[O:8])[CH3:2].[CH3:27][C@@H:28]1[CH2:32][CH2:31][CH2:30][NH2+:29]1.C1(S([O-])(=O)=O)C=CC=CC=1.C(=O)([O-])[O-].[K+].[K+].[I-].[K+]. Given the product [CH2:1]([O:3][C:4](=[O:26])[CH:5]([C:20]1[CH:25]=[CH:24][CH:23]=[CH:22][N:21]=1)[CH2:6][C:7]([C:9]1[CH:14]=[CH:13][C:12]([O:15][CH2:16][CH2:17][CH2:18][N:29]2[CH2:30][CH2:31][CH2:32][C@H:28]2[CH3:27])=[CH:11][CH:10]=1)=[O:8])[CH3:2], predict the reactants needed to synthesize it.